Dataset: Forward reaction prediction with 1.9M reactions from USPTO patents (1976-2016). Task: Predict the product of the given reaction. (1) Given the reactants [N:1]([CH2:4][CH:5]1[O:9][C:8](=[O:10])[N:7]([C:11]2[CH:16]=[CH:15][C:14]([N:17]3[CH:21]=[C:20]([CH2:22][N:23]4[CH:27]=[CH:26][N:25]=[CH:24]4)[N:19]=[CH:18]3)=[C:13]([F:28])[CH:12]=2)[CH2:6]1)=[N+]=[N-].[C:29]([OH:32])(=S)[CH3:30], predict the reaction product. The product is: [F:28][C:13]1[CH:12]=[C:11]([N:7]2[CH2:6][CH:5]([CH2:4][NH:1][C:29](=[O:32])[CH3:30])[O:9][C:8]2=[O:10])[CH:16]=[CH:15][C:14]=1[N:17]1[CH:21]=[C:20]([CH2:22][N:23]2[CH:27]=[CH:26][N:25]=[CH:24]2)[N:19]=[CH:18]1. (2) Given the reactants [CH3:1][C:2]1[C:3]([CH2:16][C:17](O)=[O:18])=[C:4]([CH3:15])[C:5]2[C:13]3[C:8](=[CH:9][CH:10]=[CH:11][CH:12]=3)[NH:7][C:6]=2[N:14]=1.[NH:20]1[CH2:25][CH2:24][O:23][CH2:22][CH2:21]1.Cl.C(N=C=NCCCN(C)C)C.ON1C2C=CC=CC=2N=N1.C(=O)(O)[O-].[Na+], predict the reaction product. The product is: [CH3:1][C:2]1[C:3]([CH2:16][C:17]([N:20]2[CH2:25][CH2:24][O:23][CH2:22][CH2:21]2)=[O:18])=[C:4]([CH3:15])[C:5]2[C:13]3[C:8](=[CH:9][CH:10]=[CH:11][CH:12]=3)[NH:7][C:6]=2[N:14]=1. (3) The product is: [Cl:16][C:15]1[N:14]=[C:13]([S:17][CH3:18])[N:12]=[C:11]2[NH:29][N:30]=[C:8]([C:3]3[CH:4]=[CH:5][CH:6]=[CH:7][C:2]=3[Cl:1])[C:10]=12. Given the reactants [Cl:1][C:2]1[CH:7]=[CH:6][CH:5]=[CH:4][C:3]=1[C:8]([C:10]1[C:11](Cl)=[N:12][C:13]([S:17][CH3:18])=[N:14][C:15]=1[Cl:16])=O.C(N(CC)C(C)C)(C)C.[NH2:29][NH2:30], predict the reaction product. (4) Given the reactants Br[C:2]1[CH:7]=[CH:6][C:5]([N:8]2[CH2:13][CH2:12][N:11]([CH:14]([C:22]3[CH:27]=[CH:26][CH:25]=[CH:24][CH:23]=3)[C:15]([N:17]([CH2:20][CH3:21])[CH2:18][CH3:19])=[O:16])[CH2:10][CH2:9]2)=[C:4]([F:28])[CH:3]=1.[C:29]1(B(O)O)[CH:34]=[CH:33][CH:32]=[CH:31][CH:30]=1.P([O-])([O-])([O-])=O.[K+].[K+].[K+], predict the reaction product. The product is: [CH2:18]([N:17]([CH2:20][CH3:21])[C:15](=[O:16])[CH:14]([N:11]1[CH2:12][CH2:13][N:8]([C:5]2[CH:6]=[CH:7][C:2]([C:29]3[CH:34]=[CH:33][CH:32]=[CH:31][CH:30]=3)=[CH:3][C:4]=2[F:28])[CH2:9][CH2:10]1)[C:22]1[CH:27]=[CH:26][CH:25]=[CH:24][CH:23]=1)[CH3:19]. (5) The product is: [CH2:9]([O:16][C:17]1[CH:22]=[CH:21][N:20]([C:23]2[S:24][C:25]([C:29]([NH:8][CH2:7][C:5]3[N:6]=[C:2]([CH3:1])[S:3][CH:4]=3)=[O:30])=[C:26]([CH3:28])[N:27]=2)[C:19](=[O:32])[CH:18]=1)[C:10]1[CH:15]=[CH:14][CH:13]=[CH:12][CH:11]=1. Given the reactants [CH3:1][C:2]1[S:3][CH:4]=[C:5]([CH2:7][NH2:8])[N:6]=1.[CH2:9]([O:16][C:17]1[CH:22]=[CH:21][N:20]([C:23]2[S:24][C:25]([C:29](O)=[O:30])=[C:26]([CH3:28])[N:27]=2)[C:19](=[O:32])[CH:18]=1)[C:10]1[CH:15]=[CH:14][CH:13]=[CH:12][CH:11]=1, predict the reaction product.